The task is: Predict the reaction yield, written as a fraction of the theoretical maximum amount of product (1.0 means a 100% yield; for example, 0.34 means a 34% yield).. This data is from Reaction yield outcomes from USPTO patents with 853,638 reactions. (1) The reactants are Br[C:2]1[CH:3]=[CH:4][C:5]2[S:9][C:8]([CH2:10][O:11][C:12]3[C:13]([F:22])=[C:14]([C:18]([F:21])=[CH:19][CH:20]=3)[C:15]([NH2:17])=[O:16])=[N:7][C:6]=2[CH:23]=1.[CH2:24]([Sn](CCCC)(CCCC)CCCC)[CH:25]=[CH2:26]. The catalyst is CN(C=O)C.[Pd].C1(P(C2C=CC=CC=2)C2C=CC=CC=2)C=CC=CC=1.C1(P(C2C=CC=CC=2)C2C=CC=CC=2)C=CC=CC=1.C1(P(C2C=CC=CC=2)C2C=CC=CC=2)C=CC=CC=1.C1(P(C2C=CC=CC=2)C2C=CC=CC=2)C=CC=CC=1. The product is [CH2:26]([C:2]1[CH:3]=[CH:4][C:5]2[S:9][C:8]([CH2:10][O:11][C:12]3[C:13]([F:22])=[C:14]([C:18]([F:21])=[CH:19][CH:20]=3)[C:15]([NH2:17])=[O:16])=[N:7][C:6]=2[CH:23]=1)[CH:25]=[CH2:24]. The yield is 0.550. (2) The reactants are [NH2:1][C:2]1[NH:6][N:5]=[C:4]([S:7](Cl)(=[O:9])=[O:8])[N:3]=1.[Cl:11][C:12]1[C:18]([CH3:19])=[CH:17][CH:16]=[C:15]([Cl:20])[C:13]=1[NH2:14]. No catalyst specified. The product is [Cl:11][C:12]1[C:18]([CH3:19])=[CH:17][CH:16]=[C:15]([Cl:20])[C:13]=1[NH2:14].[NH2:1][C:2]1[NH:6][N:5]=[C:4]([S:7]([NH:14][C:13]2[C:15]([Cl:20])=[CH:16][CH:17]=[C:18]([CH3:19])[C:12]=2[Cl:11])(=[O:9])=[O:8])[N:3]=1. The yield is 0.990. (3) The reactants are CO[CH2:3][N:4]([CH2:10][C:11]1[CH:16]=[CH:15][CH:14]=[CH:13][CH:12]=1)[CH2:5][Si](C)(C)C.[Cl:17][C:18]1[CH:23]=[CH:22][C:21](/[CH:24]=[CH:25]/[N+:26]([O-:28])=[O:27])=[CH:20][C:19]=1[Cl:29].FC(F)(F)C(O)=O. The catalyst is C(Cl)Cl. The product is [CH2:10]([N:4]1[CH2:5][CH:25]([N+:26]([O-:28])=[O:27])[CH:24]([C:21]2[CH:22]=[CH:23][C:18]([Cl:17])=[C:19]([Cl:29])[CH:20]=2)[CH2:3]1)[C:11]1[CH:16]=[CH:15][CH:14]=[CH:13][CH:12]=1. The yield is 0.790. (4) The reactants are [O:1]1[CH:5]=[CH:4][CH2:3][CH:2]1[C:6]1[CH:7]=[C:8]([CH:11]=[CH:12][CH:13]=1)[CH:9]=[O:10].N1C(C)=CC=CC=1C.[H][H]. The catalyst is [Pd].C1COCC1. The product is [O:1]1[CH2:5][CH2:4][CH2:3][CH:2]1[C:6]1[CH:7]=[C:8]([CH2:9][OH:10])[CH:11]=[CH:12][CH:13]=1. The yield is 0.700.